This data is from Forward reaction prediction with 1.9M reactions from USPTO patents (1976-2016). The task is: Predict the product of the given reaction. (1) Given the reactants [N:1]1([C:7]2[CH:16]=[CH:15][CH:14]=[C:13]3[C:8]=2[CH:9]=[CH:10][N:11]=[CH:12]3)[CH2:6][CH2:5][NH:4][CH2:3][CH2:2]1.[CH3:17][C:18]([O:21][C:22](O[C:22]([O:21][C:18]([CH3:20])([CH3:19])[CH3:17])=[O:23])=[O:23])([CH3:20])[CH3:19], predict the reaction product. The product is: [C:18]([O:21][C:22]([N:4]1[CH2:5][CH2:6][N:1]([C:7]2[CH:16]=[CH:15][CH:14]=[C:13]3[C:8]=2[CH:9]=[CH:10][N:11]=[CH:12]3)[CH2:2][CH2:3]1)=[O:23])([CH3:20])([CH3:19])[CH3:17]. (2) Given the reactants [OH:1][CH:2]1[CH2:5][N:4]([C:6]2[S:7][CH:8]=[C:9]([C:11](=[O:31])[NH:12][C@H:13]3[CH2:17][CH2:16][N:15]([C:18]([O:20][CH2:21][C:22]4[CH:27]=[CH:26][C:25]([N+:28]([O-:30])=[O:29])=[CH:24][CH:23]=4)=[O:19])[CH2:14]3)[N:10]=2)[CH2:3]1.[CH3:32][S:33](Cl)(=[O:35])=[O:34].C(N(CC)CC)C, predict the reaction product. The product is: [CH3:32][S:33]([O:1][CH:2]1[CH2:3][N:4]([C:6]2[S:7][CH:8]=[C:9]([C:11](=[O:31])[NH:12][C@H:13]3[CH2:17][CH2:16][N:15]([C:18]([O:20][CH2:21][C:22]4[CH:27]=[CH:26][C:25]([N+:28]([O-:30])=[O:29])=[CH:24][CH:23]=4)=[O:19])[CH2:14]3)[N:10]=2)[CH2:5]1)(=[O:35])=[O:34]. (3) Given the reactants Br[C:2]1[CH:7]=[C:6]([C@@H:8]([NH:10][S:11]([C:13]([CH3:16])([CH3:15])[CH3:14])=[O:12])[CH3:9])[CH:5]=[CH:4][N:3]=1.[CH3:17][S:18]([O-:20])=[O:19].[Na+], predict the reaction product. The product is: [CH3:17][S:18]([C:2]1[CH:7]=[C:6]([C@@H:8]([NH:10][S:11]([C:13]([CH3:16])([CH3:15])[CH3:14])=[O:12])[CH3:9])[CH:5]=[CH:4][N:3]=1)(=[O:20])=[O:19]. (4) Given the reactants [OH:1][C:2]1([C:15]2[S:42][C:18]3[N:19]=[CH:20][N:21]=[C:22]([C:23]4[CH:28]=[CH:27][CH:26]=[C:25]([NH:29][C:30](=[O:41])[C:31]5[CH:36]=[CH:35][CH:34]=[C:33]([C:37]([F:40])([F:39])[F:38])[CH:32]=5)[CH:24]=4)[C:17]=3[CH:16]=2)[CH2:7][CH2:6][N:5](C(OC(C)(C)C)=O)[CH2:4][CH2:3]1.C(O)(C(F)(F)F)=O, predict the reaction product. The product is: [OH:1][C:2]1([C:15]2[S:42][C:18]3[N:19]=[CH:20][N:21]=[C:22]([C:23]4[CH:24]=[C:25]([NH:29][C:30](=[O:41])[C:31]5[CH:36]=[CH:35][CH:34]=[C:33]([C:37]([F:40])([F:38])[F:39])[CH:32]=5)[CH:26]=[CH:27][CH:28]=4)[C:17]=3[CH:16]=2)[CH2:3][CH2:4][NH:5][CH2:6][CH2:7]1.